This data is from Full USPTO retrosynthesis dataset with 1.9M reactions from patents (1976-2016). The task is: Predict the reactants needed to synthesize the given product. Given the product [OH:18][CH2:17][C:14]1[CH:15]=[CH:16][C:11]2[NH:10][C:9](=[O:19])[O:8][C:7]([CH3:6])([CH3:20])[C:12]=2[CH:13]=1, predict the reactants needed to synthesize it. The reactants are: O1CCCC1.[CH3:6][C:7]1([CH3:20])[C:12]2[CH:13]=[C:14]([CH:17]=[O:18])[CH:15]=[CH:16][C:11]=2[NH:10][C:9](=[O:19])[O:8]1.[BH4-].[Na+].